Dataset: TCR-epitope binding with 47,182 pairs between 192 epitopes and 23,139 TCRs. Task: Binary Classification. Given a T-cell receptor sequence (or CDR3 region) and an epitope sequence, predict whether binding occurs between them. (1) The TCR CDR3 sequence is CAISPEGGGNQPQHF. Result: 0 (the TCR does not bind to the epitope). The epitope is FLPRVFSAV. (2) The epitope is NEGVKAAW. The TCR CDR3 sequence is CASSVQLPLGVPYEQYF. Result: 1 (the TCR binds to the epitope). (3) The epitope is TLDSKTQSL. The TCR CDR3 sequence is CASSQAEQGGSPLHF. Result: 0 (the TCR does not bind to the epitope). (4) The TCR CDR3 sequence is CASSTGVAGSDTQYF. The epitope is MPASWVMRI. Result: 1 (the TCR binds to the epitope).